From a dataset of Full USPTO retrosynthesis dataset with 1.9M reactions from patents (1976-2016). Predict the reactants needed to synthesize the given product. (1) Given the product [O:9]1[CH2:10][CH:11]=[C:12]([C:2]2[CH:3]=[CH:4][C:5]([F:8])=[N:6][CH:7]=2)[CH2:13][CH2:14]1, predict the reactants needed to synthesize it. The reactants are: Br[C:2]1[CH:3]=[CH:4][C:5]([F:8])=[N:6][CH:7]=1.[O:9]1[CH2:14][CH2:13][C:12](=O)[CH2:11][CH2:10]1.C1(P(C2CCCCC2)C2C=CC=CC=2C2C(C(C)C)=CC(C(C)C)=CC=2C(C)C)CCCCC1.CC(C)([O-])C.[Li+]. (2) Given the product [CH2:31]([O:38][C:39]([NH:1][C:2]1[CH:7]=[CH:6][C:5]([CH:8]([C:9]([O:11][C:12]([CH3:15])([CH3:13])[CH3:14])=[O:10])[C:16]([O:18][C:19]([CH3:22])([CH3:21])[CH3:20])=[O:17])=[CH:4][CH:3]=1)=[O:40])[C:32]1[CH:37]=[CH:36][CH:35]=[CH:34][CH:33]=1, predict the reactants needed to synthesize it. The reactants are: [NH2:1][C:2]1[CH:7]=[CH:6][C:5]([CH:8]([C:16]([O:18][C:19]([CH3:22])([CH3:21])[CH3:20])=[O:17])[C:9]([O:11][C:12]([CH3:15])([CH3:14])[CH3:13])=[O:10])=[CH:4][CH:3]=1.C(Cl)Cl.C([O-])(O)=O.[Na+].[CH2:31]([O:38][C:39](Cl)=[O:40])[C:32]1[CH:37]=[CH:36][CH:35]=[CH:34][CH:33]=1. (3) Given the product [CH3:1][O:2][C:3]([C@H:5]1[CH2:6][CH2:7][C@H:8]([CH2:11][NH:12][C:13]2[CH:18]=[C:17]([O:19][CH3:20])[CH:16]=[CH:15][C:14]=2[NH2:21])[CH2:9][CH2:10]1)=[O:4], predict the reactants needed to synthesize it. The reactants are: [CH3:1][O:2][C:3]([C@H:5]1[CH2:10][CH2:9][C@H:8]([CH2:11][NH:12][C:13]2[CH:18]=[C:17]([O:19][CH3:20])[CH:16]=[CH:15][C:14]=2[N+:21]([O-])=O)[CH2:7][CH2:6]1)=[O:4].[H][H]. (4) Given the product [CH2:1]([C:3]1[CH:4]=[CH:5][C:6]([O:7][C:8]2[CH:9]=[CH:10][C:11]([C:14]3[C:19]4=[N:20][S:21](=[O:25])(=[O:24])[CH2:22][CH2:23][N:18]4[CH:17]=[CH:16][CH:15]=3)=[CH:12][CH:13]=2)=[CH:26][CH:27]=1)[CH3:2], predict the reactants needed to synthesize it. The reactants are: [CH2:1]([C:3]1[CH:27]=[CH:26][C:6]([O:7][C:8]2[CH:13]=[CH:12][C:11]([CH:14]3[C:19]4=[N:20][S:21](=[O:25])(=[O:24])[CH2:22][CH2:23][N:18]4[CH2:17][CH2:16][CH2:15]3)=[CH:10][CH:9]=2)=[CH:5][CH:4]=1)[CH3:2].[H-].[Na+].ClCCS(Cl)(=O)=O.C(C1C=CC(OC2C=CC(C3C(N)=NC=CC=3)=CC=2)=CC=1)C. (5) Given the product [CH3:1][O:2][C:3](=[O:14])[C:4]1[CH:9]=[CH:8][C:7]([CH2:10][N:18]2[C:17]([CH:25]=[O:26])=[C:16]([Br:15])[N:20]=[C:19]2[CH2:21][CH2:22][CH2:23][CH3:24])=[C:6]([F:12])[C:5]=1[F:13], predict the reactants needed to synthesize it. The reactants are: [CH3:1][O:2][C:3](=[O:14])[C:4]1[CH:9]=[CH:8][C:7]([CH2:10]Br)=[C:6]([F:12])[C:5]=1[F:13].[Br:15][C:16]1[N:20]=[C:19]([CH2:21][CH2:22][CH2:23][CH3:24])[NH:18][C:17]=1[CH:25]=[O:26].C(=O)([O-])[O-].[K+].[K+].CN(C=O)C. (6) Given the product [C:1]([O:5][C:6](=[O:16])[NH:7][C:8]1[CH:13]=[CH:12][C:11]([F:14])=[C:10]([CH:32]=[O:33])[C:9]=1[F:15])([CH3:4])([CH3:2])[CH3:3], predict the reactants needed to synthesize it. The reactants are: [C:1]([O:5][C:6](=[O:16])[NH:7][C:8]1[CH:13]=[CH:12][C:11]([F:14])=[CH:10][C:9]=1[F:15])([CH3:4])([CH3:3])[CH3:2].C([Li])CCC.C([N-]C(C)C)(C)C.[Li+].CN(C)[CH:32]=[O:33]. (7) The reactants are: Br[C:2]1[CH:7]=[CH:6][CH:5]=[CH:4][N:3]=1.[Li]CCCC.[N:13]1([CH2:18][C:19](OCC)=[O:20])[CH:17]=[CH:16][CH:15]=[CH:14]1.[NH4+].[Cl-]. Given the product [N:3]1[CH:4]=[CH:5][CH:6]=[CH:7][C:2]=1[C:19](=[O:20])[CH2:18][N:13]1[CH:17]=[CH:16][CH:15]=[CH:14]1, predict the reactants needed to synthesize it. (8) Given the product [Br:1][C:2]1[CH:3]=[C:4]([O:21][CH3:22])[C:5]([O:19][CH3:20])=[C:6]([C:8]2[O:18][C:13]3[C:12]([C:10](=[O:11])[C:9]=2[OH:23])=[CH:17][CH:16]=[CH:15][CH:14]=3)[CH:7]=1, predict the reactants needed to synthesize it. The reactants are: [Br:1][C:2]1[CH:3]=[C:4]([O:21][CH3:22])[C:5]([O:19][CH3:20])=[C:6](/[CH:8]=[CH:9]/[C:10]([C:12]2[CH:17]=[CH:16][CH:15]=[CH:14][C:13]=2[OH:18])=[O:11])[CH:7]=1.[OH:23]O. (9) The reactants are: [Cl-].O[NH3+:3].[C:4](=[O:7])([O-])[OH:5].[Na+].CS(C)=O.[CH2:13]([C:15]1[S:53][C:18]2[N:19]([CH2:36][C:37]3[CH:42]=[CH:41][C:40]([C:43]4[C:44]([C:49]#[N:50])=[CH:45][CH:46]=[CH:47][CH:48]=4)=[CH:39][C:38]=3[O:51][CH3:52])[C:20](=[O:35])[N:21]([CH2:24][C:25]([C:27]3[CH:32]=[CH:31][C:30]([O:33][CH3:34])=[CH:29][CH:28]=3)=[O:26])[C:22](=[O:23])[C:17]=2[CH:16]=1)[CH3:14]. Given the product [CH2:13]([C:15]1[S:53][C:18]2[N:19]([CH2:36][C:37]3[CH:42]=[CH:41][C:40]([C:43]4[CH:48]=[CH:47][CH:46]=[CH:45][C:44]=4[C:49]4[NH:3][C:4](=[O:7])[O:5][N:50]=4)=[CH:39][C:38]=3[O:51][CH3:52])[C:20](=[O:35])[N:21]([CH2:24][C:25]([C:27]3[CH:32]=[CH:31][C:30]([O:33][CH3:34])=[CH:29][CH:28]=3)=[O:26])[C:22](=[O:23])[C:17]=2[CH:16]=1)[CH3:14], predict the reactants needed to synthesize it. (10) Given the product [CH3:21][N:22]1[CH2:27][CH2:26][N:25]([C:28]([C:30]2[CH:35]=[CH:34][C:33]([C:2]3[CH:3]=[CH:4][C:5]4[N:6]([C:8]([C:11]#[C:12][C:13]5[CH:14]=[C:15]([CH:18]=[CH:19][CH:20]=5)[C:16]#[N:17])=[CH:9][N:10]=4)[N:7]=3)=[CH:32][CH:31]=2)=[O:29])[CH2:24][CH2:23]1, predict the reactants needed to synthesize it. The reactants are: Cl[C:2]1[CH:3]=[CH:4][C:5]2[N:6]([C:8]([C:11]#[C:12][C:13]3[CH:14]=[C:15]([CH:18]=[CH:19][CH:20]=3)[C:16]#[N:17])=[CH:9][N:10]=2)[N:7]=1.[CH3:21][N:22]1[CH2:27][CH2:26][N:25]([C:28]([C:30]2[CH:35]=[CH:34][C:33](B(O)O)=[CH:32][CH:31]=2)=[O:29])[CH2:24][CH2:23]1.